This data is from Forward reaction prediction with 1.9M reactions from USPTO patents (1976-2016). The task is: Predict the product of the given reaction. (1) Given the reactants [CH2:1]([O:8][C:9]1[CH:10]=[C:11]([C:17]2[CH2:26][C:25](=[O:27])[C:24]3[C:19](=[CH:20][C:21]4[O:30][CH2:29][O:28][C:22]=4[CH:23]=3)[N:18]=2)[CH:12]=[C:13]([O:15]C)[CH:14]=1)C1C=CC=CC=1, predict the reaction product. The product is: [OH:15][C:13]1[CH:12]=[C:11]([C:17]2[CH2:26][C:25](=[O:27])[C:24]3[C:19](=[CH:20][C:21]4[O:30][CH2:29][O:28][C:22]=4[CH:23]=3)[N:18]=2)[CH:10]=[C:9]([O:8][CH3:1])[CH:14]=1. (2) Given the reactants Cl.[CH3:2][C:3]1[CH:11]=[C:10]([CH3:12])[CH:9]=[C:8]2[C:4]=1[C:5]([CH2:13][C:14]#N)=[CH:6][NH:7]2.[OH2:16].[CH3:17][OH:18], predict the reaction product. The product is: [CH3:2][C:3]1[CH:11]=[C:10]([CH3:12])[CH:9]=[C:8]2[C:4]=1[C:5]([CH2:13][C:14]([O:18][CH3:17])=[O:16])=[CH:6][NH:7]2. (3) Given the reactants [CH2:1]([C:3]1[C:4]([OH:23])=[CH:5][C:6]([OH:22])=[C:7]([C:9](=[O:21])[CH2:10][C:11]2[CH:20]=[CH:19][C:18]3[C:13](=[CH:14][CH:15]=[CH:16][CH:17]=3)[CH:12]=2)[CH:8]=1)[CH3:2].N1C=CC=C[CH:25]=1.C([O-])(OC)OC, predict the reaction product. The product is: [CH2:1]([C:3]1[CH:8]=[C:7]2[C:6](=[CH:5][C:4]=1[OH:23])[O:22][CH:25]=[C:10]([C:11]1[CH:20]=[CH:19][C:18]3[C:13](=[CH:14][CH:15]=[CH:16][CH:17]=3)[CH:12]=1)[C:9]2=[O:21])[CH3:2].